From a dataset of Reaction yield outcomes from USPTO patents with 853,638 reactions. Predict the reaction yield, written as a fraction of the theoretical maximum amount of product (1.0 means a 100% yield; for example, 0.34 means a 34% yield). (1) The reactants are [NH2:1][C:2]1[CH:7]=[CH:6][CH:5]=[CH:4][N:3]=1.[N+:8]([C:11]1[CH:18]=[CH:17][C:14]([CH2:15][Br:16])=[CH:13][CH:12]=1)([O-:10])=[O:9]. The catalyst is CC#N.CCOCC. The product is [Br-:16].[N+:8]([C:11]1[CH:18]=[CH:17][C:14]([CH2:15][N:3]2[CH:4]=[CH:5][CH:6]=[CH:7][C:2]2=[NH2+:1])=[CH:13][CH:12]=1)([O-:10])=[O:9]. The yield is 0.880. (2) The reactants are Cl[C:2]1[N:7]=[C:6]([C:8]([N:10]2[CH2:15][CH2:14][CH:13]([N:16]3[CH2:20][CH2:19][CH2:18][CH2:17]3)[CH2:12][CH2:11]2)=[O:9])[C:5]([CH3:21])=[CH:4][C:3]=1[C:22]1[CH:27]=[CH:26][CH:25]=[C:24]([C:28]([F:31])([F:30])[F:29])[CH:23]=1.[N-:32]=[N+:33]=[N-:34].[Na+]. The catalyst is CN(C=O)C. The product is [CH3:21][C:5]1[CH:4]=[C:3]([C:22]2[CH:27]=[CH:26][CH:25]=[C:24]([C:28]([F:31])([F:30])[F:29])[CH:23]=2)[C:2]2[N:7]([N:32]=[N:33][N:34]=2)[C:6]=1[C:8]([N:10]1[CH2:15][CH2:14][CH:13]([N:16]2[CH2:20][CH2:19][CH2:18][CH2:17]2)[CH2:12][CH2:11]1)=[O:9]. The yield is 0.470. (3) The reactants are C([C:3]1[N:8]=[CH:7][CH:6]=[CH:5][N:4]=1)#N.[CH3:9][Mg]Br.C(Cl)(Cl)Cl.[CH3:16][OH:17]. The catalyst is C1COCC1.O. The product is [N:4]1[CH:5]=[CH:6][CH:7]=[N:8][C:3]=1[C:16](=[O:17])[CH3:9]. The yield is 0.480. (4) The reactants are [OH:1][CH2:2][C@@H:3]([NH:14][C:15]([O:17][CH2:18][C:19]1[CH:24]=[CH:23][CH:22]=[CH:21][CH:20]=1)=[O:16])[CH2:4][N:5]1[CH2:13][CH2:12][CH2:11][C@H:6]1[C:7]([O:9][CH3:10])=[O:8].C(N(CC)CC)C.[CH3:32][S:33](Cl)(=[O:35])=[O:34]. The product is [CH3:32][S:33]([O:1][CH2:2][C@@H:3]([NH:14][C:15]([O:17][CH2:18][C:19]1[CH:20]=[CH:21][CH:22]=[CH:23][CH:24]=1)=[O:16])[CH2:4][N:5]1[CH2:13][CH2:12][CH2:11][C@H:6]1[C:7]([O:9][CH3:10])=[O:8])(=[O:35])=[O:34]. The catalyst is ClCCl.CN(C)C1C=CN=CC=1. The yield is 1.00. (5) The reactants are [F:1][C:2]1[CH:3]=[C:4]([SH:8])[CH:5]=[CH:6][CH:7]=1.[C:9](Cl)(=[O:13])[C:10](Cl)=O.C([N:17](CC)CC)C.[Cl-].[Al+3].[Cl-].[Cl-].[OH-:26].[Na+]. The catalyst is C(Cl)Cl.Cl.C1COCC1. The product is [F:1][C:2]1[C:3]2[C:10]([C:9]([OH:13])=[O:26])=[N:17][S:8][C:4]=2[CH:5]=[CH:6][CH:7]=1. The yield is 0.0800. (6) The reactants are C(N(CC)CC)C.[CH2:8]([O:10][C:11]([C:13]1[C:18](O)=[CH:17][C:16](=[O:20])[N:15]([CH3:21])[CH:14]=1)=[O:12])[CH3:9].O=P(Cl)(Cl)[Cl:24]. No catalyst specified. The product is [CH2:8]([O:10][C:11]([C:13]1[C:18]([Cl:24])=[CH:17][C:16](=[O:20])[N:15]([CH3:21])[CH:14]=1)=[O:12])[CH3:9]. The yield is 0.670. (7) The reactants are CS(C)=O.C(Cl)(=O)C(Cl)=O.[C:11]([C:13]1([OH:19])[CH2:17][CH2:16][CH2:15][CH:14]1[OH:18])#[CH:12].C(N(CC)CC)C. The catalyst is ClCCl. The product is [C:11]([C:13]1([OH:19])[CH2:17][CH2:16][CH2:15][C:14]1=[O:18])#[CH:12]. The yield is 0.370.